Predict which catalyst facilitates the given reaction. From a dataset of Catalyst prediction with 721,799 reactions and 888 catalyst types from USPTO. Reactant: C([O:9][CH2:10][CH2:11][N:12]1[C:20]2[C:19](Cl)=[N:18][CH:17]=[N:16][C:15]=2[CH:14]=[CH:13]1)(=O)C1C=CC=CC=1.[NH2:22][C:23]1[CH:41]=[CH:40][C:26]([O:27][C:28]2[CH:29]=[C:30]([C:34]3([C:37]([NH2:39])=[O:38])[CH2:36][CH2:35]3)[CH:31]=[CH:32][CH:33]=2)=[C:25]([CH3:42])[CH:24]=1.[OH-].[Na+].[Cl-].[NH4+]. Product: [OH:9][CH2:10][CH2:11][N:12]1[C:20]2[C:19]([NH:22][C:23]3[CH:41]=[CH:40][C:26]([O:27][C:28]4[CH:29]=[C:30]([C:34]5([C:37]([NH2:39])=[O:38])[CH2:36][CH2:35]5)[CH:31]=[CH:32][CH:33]=4)=[C:25]([CH3:42])[CH:24]=3)=[N:18][CH:17]=[N:16][C:15]=2[CH:14]=[CH:13]1. The catalyst class is: 32.